From a dataset of Forward reaction prediction with 1.9M reactions from USPTO patents (1976-2016). Predict the product of the given reaction. Given the reactants [Cl:1][C:2]1[CH:7]=[CH:6][C:5]([CH2:8][C:9](=[O:16])[CH2:10][C:11]([O:13][CH2:14][CH3:15])=[O:12])=[CH:4][CH:3]=1.C(Cl)Cl.[Br:20]N1C(=O)CCC1=O, predict the reaction product. The product is: [Br:20][CH:10]([C:9](=[O:16])[CH2:8][C:5]1[CH:4]=[CH:3][C:2]([Cl:1])=[CH:7][CH:6]=1)[C:11]([O:13][CH2:14][CH3:15])=[O:12].